This data is from Reaction yield outcomes from USPTO patents with 853,638 reactions. The task is: Predict the reaction yield, written as a fraction of the theoretical maximum amount of product (1.0 means a 100% yield; for example, 0.34 means a 34% yield). (1) The product is [ClH:1].[NH2:2][C:3]1[NH:7][C:6]2[CH:8]=[C:9]([N:12]3[C:13](=[O:18])[CH2:20][CH2:14][CH2:15][C:16]3=[O:17])[CH:10]=[CH:11][C:5]=2[N:4]=1. The reactants are [ClH:1].[NH2:2][C:3]1[NH:7][C:6]2[CH:8]=[C:9]([N:12]3[C:16](=[O:17])[CH:15]=[CH:14][C:13]3=[O:18])[CH:10]=[CH:11][C:5]=2[N:4]=1.N[C:20]1C=CC2N=C(N(C(OC(C)(C)C)=O)C(OC(C)(C)C)=O)N(C(OC(C)(C)C)=O)C=2C=1.C1(=O)OC(=O)CCC1. No catalyst specified. The yield is 0.930. (2) The reactants are Cl.[NH:2]1[CH2:7][CH2:6][CH2:5][CH2:4][CH:3]1[CH2:8][CH2:9][CH2:10][C:11]([OH:13])=[O:12].S(Cl)([Cl:16])=O.[CH3:18]O. No catalyst specified. The product is [ClH:16].[NH:2]1[CH2:7][CH2:6][CH2:5][CH2:4][CH:3]1[CH2:8][CH2:9][CH2:10][C:11]([O:13][CH3:18])=[O:12]. The yield is 0.450.